Predict the product of the given reaction. From a dataset of Forward reaction prediction with 1.9M reactions from USPTO patents (1976-2016). (1) Given the reactants [CH3:1][C:2]1[CH:22]=[CH:21][C:5]([C:6]([NH:8][NH:9][C:10](=O)[C:11]2[CH:16]=[CH:15][CH:14]=[C:13]([N+:17]([O-:19])=[O:18])[CH:12]=2)=O)=[CH:4][CH:3]=1.COC1C=CC(P2(SP(C3C=CC(OC)=CC=3)(=S)S2)=[S:32])=CC=1, predict the reaction product. The product is: [N+:17]([C:13]1[CH:12]=[C:11]([C:10]2[S:32][C:6]([C:5]3[CH:21]=[CH:22][C:2]([CH3:1])=[CH:3][CH:4]=3)=[N:8][N:9]=2)[CH:16]=[CH:15][CH:14]=1)([O-:19])=[O:18]. (2) Given the reactants [Cl:1][C:2]1[CH:3]=[C:4]([CH:6]=[CH:7][CH:8]=1)[NH2:5].Br[CH:10]([CH3:15])[C:11]([O:13][CH3:14])=[O:12].[I-].[K+].C(=O)([O-])[O-].[K+].[K+], predict the reaction product. The product is: [Cl:1][C:2]1[CH:3]=[C:4]([NH:5][CH:10]([CH3:15])[C:11]([O:13][CH3:14])=[O:12])[CH:6]=[CH:7][CH:8]=1. (3) Given the reactants I[C:2]1[N:25]([S:26]([C:29]2[CH:34]=[CH:33][CH:32]=[CH:31][CH:30]=2)(=[O:28])=[O:27])[C:5]2=[N:6][CH:7]=[CH:8][C:9]([C:10]3[CH:11]=[CH:12][C:13]([O:18][CH:19]4[CH2:24][CH2:23][O:22][CH2:21][CH2:20]4)=[C:14]([CH:17]=3)[C:15]#[N:16])=[C:4]2[CH:3]=1.CC1(C)C(C)(C)OB([C:43]2[CH:44]=[N:45][N:46]([CH:48]3[CH2:51][N:50]([C:52]([O:54][C:55]([CH3:58])([CH3:57])[CH3:56])=[O:53])[CH2:49]3)[CH:47]=2)O1.C(=O)([O-])[O-].[Cs+].[Cs+], predict the reaction product. The product is: [C:15]([C:14]1[CH:17]=[C:10]([C:9]2[CH:8]=[CH:7][N:6]=[C:5]3[N:25]([S:26]([C:29]4[CH:34]=[CH:33][CH:32]=[CH:31][CH:30]=4)(=[O:27])=[O:28])[C:2]([C:43]4[CH:44]=[N:45][N:46]([CH:48]5[CH2:49][N:50]([C:52]([O:54][C:55]([CH3:58])([CH3:57])[CH3:56])=[O:53])[CH2:51]5)[CH:47]=4)=[CH:3][C:4]=23)[CH:11]=[CH:12][C:13]=1[O:18][CH:19]1[CH2:20][CH2:21][O:22][CH2:23][CH2:24]1)#[N:16]. (4) Given the reactants Br[C:2]1[N:3]=[C:4]([O:10][CH3:11])[C:5]([NH2:9])=[N:6][C:7]=1[CH3:8].C([O-])=O.[NH4+], predict the reaction product. The product is: [CH3:11][O:10][C:4]1[C:5]([NH2:9])=[N:6][C:7]([CH3:8])=[CH:2][N:3]=1. (5) Given the reactants [Zn:1].[Br:2]CCBr.Cl[Si](C)(C)C.Br[CH2:12][C:13]1[CH:18]=[CH:17][C:16]([O:19][C:20]([F:23])([F:22])[F:21])=[CH:15][CH:14]=1, predict the reaction product. The product is: [Br-:2].[F:21][C:20]([F:23])([F:22])[O:19][C:16]1[CH:17]=[CH:18][C:13]([CH2:12][Zn+:1])=[CH:14][CH:15]=1. (6) Given the reactants Cl[C:2]1[CH:7]=[C:6]([C:8]2[NH:17][C:11]3[N:12]=[CH:13][NH:14][C:15](=[O:16])[C:10]=3[CH:9]=2)[CH:5]=[CH:4][N:3]=1.CC1(C)C(C)(C)OB(/[CH:26]=[CH:27]/[C:28]2[CH:40]=[CH:39][C:31]([CH2:32][N:33]3[CH2:38][CH2:37][CH2:36][CH2:35][CH2:34]3)=[CH:30][CH:29]=2)O1, predict the reaction product. The product is: [N:33]1([CH2:32][C:31]2[CH:30]=[CH:29][C:28](/[CH:27]=[CH:26]/[C:2]3[CH:7]=[C:6]([C:8]4[NH:17][C:11]5[N:12]=[CH:13][NH:14][C:15](=[O:16])[C:10]=5[CH:9]=4)[CH:5]=[CH:4][N:3]=3)=[CH:40][CH:39]=2)[CH2:38][CH2:37][CH2:36][CH2:35][CH2:34]1.